This data is from Full USPTO retrosynthesis dataset with 1.9M reactions from patents (1976-2016). The task is: Predict the reactants needed to synthesize the given product. (1) Given the product [ClH:1].[C:8]([C:10]1([C:17]2[N:22]=[CH:21][C:20]([NH:23][C:24]([C:26]3[CH:27]=[N:28][N:29]([C:32]4[CH:37]=[CH:36][C:35]([C:38]([F:40])([F:41])[F:39])=[CH:34][N:33]=4)[C:30]=3[CH3:31])=[O:25])=[CH:19][CH:18]=2)[CH2:15][CH2:14][C:13](=[O:16])[CH2:12][CH2:11]1)#[N:9], predict the reactants needed to synthesize it. The reactants are: [ClH:1].C(OCC)(=O)C.[C:8]([C:10]1([C:17]2[N:22]=[CH:21][C:20]([NH:23][C:24]([C:26]3[CH:27]=[N:28][N:29]([C:32]4[CH:37]=[CH:36][C:35]([C:38]([F:41])([F:40])[F:39])=[CH:34][N:33]=4)[C:30]=3[CH3:31])=[O:25])=[CH:19][CH:18]=2)[CH2:15][CH2:14][C:13](=[O:16])[CH2:12][CH2:11]1)#[N:9]. (2) Given the product [CH2:14]([N:11]([CH2:12][CH3:13])[CH2:10][CH2:9][NH:8][C:6]([C:5]1[C:4]([O:18][CH3:19])=[CH:3][C:2]([NH:1][C:25]([C:24]2[CH:28]=[CH:29][C:30]3[O:31][CH2:20][O:21][C:22]=3[CH:23]=2)=[O:26])=[CH:17][CH:16]=1)=[O:7])[CH3:15], predict the reactants needed to synthesize it. The reactants are: [NH2:1][C:2]1[CH:17]=[CH:16][C:5]([C:6]([NH:8][CH2:9][CH2:10][N:11]([CH2:14][CH3:15])[CH2:12][CH3:13])=[O:7])=[C:4]([O:18][CH3:19])[CH:3]=1.[CH2:20]1[O:31][C:30]2[CH:29]=[CH:28][C:24]([C:25](Cl)=[O:26])=[CH:23][C:22]=2[O:21]1.